This data is from Catalyst prediction with 721,799 reactions and 888 catalyst types from USPTO. The task is: Predict which catalyst facilitates the given reaction. (1) Reactant: Cl.[NH2:2][C:3]([NH2:5])=[NH:4].[F:6][C:7]1[CH:14]=[CH:13][C:10]([CH:11]=O)=[CH:9][CH:8]=1.[CH3:15][CH:16]([CH3:26])[C:17](=O)[CH2:18][C:19]([O:21][CH:22]([CH3:24])[CH3:23])=[O:20].C(=O)([O-])[O-].[K+].[K+]. Product: [NH2:4][C:3]1[NH:5][CH:17]([CH:16]([CH3:26])[CH3:15])[C:18]([C:19]([O:21][CH:22]([CH3:23])[CH3:24])=[O:20])=[C:11]([C:10]2[CH:13]=[CH:14][C:7]([F:6])=[CH:8][CH:9]=2)[N:2]=1. The catalyst class is: 3. (2) Reactant: FC(F)(F)S(O[C:7]1[CH:12]=[CH:11][CH:10]=[C:9]([C@:13]2([OH:30])[C:20]3[N:16]([CH:17]=[N:18][CH:19]=3)[C@@H:15]([C:21]3[CH:26]=[CH:25][C:24]([C:27]#[N:28])=[CH:23][C:22]=3[F:29])[CH2:14]2)[CH:8]=1)(=O)=O.C([Sn](CCCC)(CCCC)[C:38]1[N:43]=[CH:42][CH:41]=[CH:40][N:39]=1)CCC. Product: [F:29][C:22]1[CH:23]=[C:24]([CH:25]=[CH:26][C:21]=1[C@@H:15]1[N:16]2[CH:17]=[N:18][CH:19]=[C:20]2[C@@:13]([OH:30])([C:9]2[CH:10]=[CH:11][CH:12]=[C:7]([C:38]3[N:43]=[CH:42][CH:41]=[CH:40][N:39]=3)[CH:8]=2)[CH2:14]1)[C:27]#[N:28]. The catalyst class is: 109.